Dataset: Forward reaction prediction with 1.9M reactions from USPTO patents (1976-2016). Task: Predict the product of the given reaction. (1) Given the reactants C(OC(=O)[NH:7][C@@H:8]([CH2:25][C@H:26]([CH2:30][C:31]1[CH:36]=[C:35]([O:37][CH2:38][CH2:39][CH2:40][O:41][CH3:42])[CH:34]=[C:33]([O:43][CH3:44])[CH:32]=1)[CH:27]([CH3:29])[CH3:28])[C@@H:9]([OH:24])[CH2:10][C@H:11]([C:15](=[O:23])[NH:16][CH2:17][C@H:18]1[CH2:22][CH2:21][CH2:20][O:19]1)[CH:12]([CH3:14])[CH3:13])(C)(C)C.Cl.C(O)(=O)/C=C/C(O)=O, predict the reaction product. The product is: [O:19]1[CH2:20][CH2:21][CH2:22][C@@H:18]1[CH2:17][NH:16][C:15](=[O:23])[C@H:11]([CH:12]([CH3:14])[CH3:13])[CH2:10][C@H:9]([OH:24])[C@@H:8]([NH2:7])[CH2:25][C@H:26]([CH2:30][C:31]1[CH:36]=[C:35]([O:37][CH2:38][CH2:39][CH2:40][O:41][CH3:42])[CH:34]=[C:33]([O:43][CH3:44])[CH:32]=1)[CH:27]([CH3:29])[CH3:28]. (2) Given the reactants C[N:2]([C:4]1[CH:12]=[C:11]([C:13]([O-:15])=O)[CH:10]=[CH:9][C:5]=1[C:6]([O-:8])=[O:7])C.[CH2:16]1COCC1.CC(C[AlH]CC(C)C)C, predict the reaction product. The product is: [CH3:16][O:8][C:6](=[O:7])[C:5]1[CH:9]=[CH:10][C:11]([CH2:13][OH:15])=[CH:12][C:4]=1[NH2:2]. (3) Given the reactants [CH3:1][C:2]1[O:6][N:5]=[C:4]([C:7]2[CH:12]=[CH:11][CH:10]=[CH:9][CH:8]=2)[C:3]=1[C:13]([NH:15][NH2:16])=[O:14].[C:17](O)(=O)[C:18]1[CH:23]=[CH:22][N:21]=[CH:20][CH:19]=1, predict the reaction product. The product is: [CH3:1][C:2]1[O:6][N:5]=[C:4]([C:7]2[CH:12]=[CH:11][CH:10]=[CH:9][CH:8]=2)[C:3]=1[C:13]1[O:14][C:17]([C:18]2[CH:23]=[CH:22][N:21]=[CH:20][CH:19]=2)=[N:16][N:15]=1. (4) Given the reactants [NH2:1][C:2]1[CH:7]=[C:6]([O:8][CH3:9])[C:5]([Br:10])=[CH:4][C:3]=1[CH2:11][OH:12], predict the reaction product. The product is: [NH2:1][C:2]1[CH:7]=[C:6]([O:8][CH3:9])[C:5]([Br:10])=[CH:4][C:3]=1[CH:11]=[O:12]. (5) Given the reactants [Cl:1][C:2]1[CH:11]=[CH:10][CH:9]=[C:8]2[C:3]=1[C:4]([O:13][CH3:14])=[CH:5][NH:6][C:7]2=O.O=P(Cl)(Cl)[Cl:17], predict the reaction product. The product is: [Cl:17][C:7]1[C:8]2[C:3](=[C:2]([Cl:1])[CH:11]=[CH:10][CH:9]=2)[C:4]([O:13][CH3:14])=[CH:5][N:6]=1. (6) Given the reactants C1(N2[C:12](=[O:13])[C:11]3[S:14][CH:15]=[C:16]([C:17]4[CH:22]=[CH:21][CH:20]=[CH:19][CH:18]=4)[C:10]=3[N:9]=[CH:8]2)C=CC=CC=1.NC1C(C2C=CC=CC=2)=CSC=1C(OC)=O.C(OCC)(OCC)OCC.[CH3:49][C:50]1[CH:56]=[CH:55][C:54]([CH3:57])=[CH:53][C:51]=1[NH2:52], predict the reaction product. The product is: [CH3:49][C:50]1[CH:56]=[CH:55][C:54]([CH3:57])=[CH:53][C:51]=1[N:52]1[C:12](=[O:13])[C:11]2[S:14][CH:15]=[C:16]([C:17]3[CH:22]=[CH:21][CH:20]=[CH:19][CH:18]=3)[C:10]=2[N:9]=[CH:8]1. (7) Given the reactants [C:1]([O:5][C:6]([NH:8][CH2:9][C@H:10]1[CH2:15][CH2:14][C@H:13]([C:16]([NH:18][C@H:19]([C:37]([NH:39][C:40]2[CH:45]=[CH:44][C:43]([C:46]3[NH:50][N:49]=[C:48]([C:51]([F:59])([F:58])[C:52]([C:55]([OH:57])=[O:56])([F:54])[F:53])[N:47]=3)=[CH:42][CH:41]=2)=[O:38])[CH2:20][C:21]2[CH:26]=[CH:25][C:24]([C:27]3[CH:32]=[CH:31][C:30]([C:33](O)=[O:34])=[CH:29][C:28]=3[CH3:36])=[CH:23][CH:22]=2)=[O:17])[CH2:12][CH2:11]1)=[O:7])([CH3:4])([CH3:3])[CH3:2].[CH3:60][N:61]([CH3:69])[CH:62]1[CH2:67][CH2:66][CH:65]([NH2:68])[CH2:64][CH2:63]1.C(N(CC)C(C)C)(C)C.F[P-](F)(F)(F)(F)F.CN(C(ON1C2=NC=CC=C2N=N1)=[N+](C)C)C, predict the reaction product. The product is: [C:1]([O:5][C:6]([NH:8][CH2:9][C@H:10]1[CH2:15][CH2:14][C@H:13]([C:16]([NH:18][C@@H:19]([CH2:20][C:21]2[CH:26]=[CH:25][C:24]([C:27]3[CH:32]=[CH:31][C:30]([C:33](=[O:34])[NH:68][CH:65]4[CH2:66][CH2:67][CH:62]([N:61]([CH3:69])[CH3:60])[CH2:63][CH2:64]4)=[CH:29][C:28]=3[CH3:36])=[CH:23][CH:22]=2)[C:37]([NH:39][C:40]2[CH:41]=[CH:42][C:43]([C:46]3[NH:50][N:49]=[C:48]([C:51]([F:58])([F:59])[C:52]([F:54])([F:53])[C:55]([OH:57])=[O:56])[N:47]=3)=[CH:44][CH:45]=2)=[O:38])=[O:17])[CH2:12][CH2:11]1)=[O:7])([CH3:2])([CH3:3])[CH3:4].